This data is from NCI-60 drug combinations with 297,098 pairs across 59 cell lines. The task is: Regression. Given two drug SMILES strings and cell line genomic features, predict the synergy score measuring deviation from expected non-interaction effect. (1) Drug 1: CC(C1=C(C=CC(=C1Cl)F)Cl)OC2=C(N=CC(=C2)C3=CN(N=C3)C4CCNCC4)N. Drug 2: C(=O)(N)NO. Cell line: EKVX. Synergy scores: CSS=2.54, Synergy_ZIP=-1.25, Synergy_Bliss=-1.22, Synergy_Loewe=-8.85, Synergy_HSA=-2.84. (2) Drug 1: CN(C)C1=NC(=NC(=N1)N(C)C)N(C)C. Drug 2: CC(C1=C(C=CC(=C1Cl)F)Cl)OC2=C(N=CC(=C2)C3=CN(N=C3)C4CCNCC4)N. Cell line: SF-268. Synergy scores: CSS=-3.54, Synergy_ZIP=4.46, Synergy_Bliss=7.72, Synergy_Loewe=-4.42, Synergy_HSA=1.12. (3) Drug 1: CC1=C(C(CCC1)(C)C)C=CC(=CC=CC(=CC(=O)O)C)C. Drug 2: CCC1(CC2CC(C3=C(CCN(C2)C1)C4=CC=CC=C4N3)(C5=C(C=C6C(=C5)C78CCN9C7C(C=CC9)(C(C(C8N6C)(C(=O)OC)O)OC(=O)C)CC)OC)C(=O)OC)O.OS(=O)(=O)O. Cell line: A498. Synergy scores: CSS=5.31, Synergy_ZIP=-1.89, Synergy_Bliss=0.616, Synergy_Loewe=1.43, Synergy_HSA=1.25. (4) Drug 1: C1CCC(CC1)NC(=O)N(CCCl)N=O. Drug 2: C1=C(C(=O)NC(=O)N1)F. Cell line: MDA-MB-435. Synergy scores: CSS=28.6, Synergy_ZIP=-1.43, Synergy_Bliss=-1.73, Synergy_Loewe=-10.4, Synergy_HSA=-2.07. (5) Drug 1: CC(C)(C#N)C1=CC(=CC(=C1)CN2C=NC=N2)C(C)(C)C#N. Drug 2: CC1C(C(CC(O1)OC2CC(CC3=C2C(=C4C(=C3O)C(=O)C5=CC=CC=C5C4=O)O)(C(=O)C)O)N)O. Cell line: NCI-H522. Synergy scores: CSS=52.6, Synergy_ZIP=4.26, Synergy_Bliss=2.92, Synergy_Loewe=2.37, Synergy_HSA=4.32. (6) Drug 1: C1=CC(=CC=C1CCC2=CNC3=C2C(=O)NC(=N3)N)C(=O)NC(CCC(=O)O)C(=O)O. Drug 2: CC1=C(C=C(C=C1)NC(=O)C2=CC=C(C=C2)CN3CCN(CC3)C)NC4=NC=CC(=N4)C5=CN=CC=C5. Cell line: SF-539. Synergy scores: CSS=24.2, Synergy_ZIP=-4.55, Synergy_Bliss=-7.75, Synergy_Loewe=-9.19, Synergy_HSA=-5.15. (7) Drug 1: COC1=C(C=C2C(=C1)N=CN=C2NC3=CC(=C(C=C3)F)Cl)OCCCN4CCOCC4. Drug 2: C1C(C(OC1N2C=NC(=NC2=O)N)CO)O. Cell line: NCI-H322M. Synergy scores: CSS=46.5, Synergy_ZIP=-0.940, Synergy_Bliss=-0.407, Synergy_Loewe=2.72, Synergy_HSA=3.71. (8) Drug 1: C1=CC(=CC=C1CCCC(=O)O)N(CCCl)CCCl. Drug 2: CC(C)(C#N)C1=CC(=CC(=C1)CN2C=NC=N2)C(C)(C)C#N. Cell line: OVCAR-4. Synergy scores: CSS=-2.62, Synergy_ZIP=-0.437, Synergy_Bliss=-4.95, Synergy_Loewe=-3.93, Synergy_HSA=-5.72. (9) Drug 1: CN1CCC(CC1)COC2=C(C=C3C(=C2)N=CN=C3NC4=C(C=C(C=C4)Br)F)OC. Drug 2: C1CCC(C(C1)N)N.C(=O)(C(=O)[O-])[O-].[Pt+4]. Cell line: HOP-62. Synergy scores: CSS=12.1, Synergy_ZIP=1.03, Synergy_Bliss=6.46, Synergy_Loewe=1.08, Synergy_HSA=6.49.